From a dataset of Reaction yield outcomes from USPTO patents with 853,638 reactions. Predict the reaction yield, written as a fraction of the theoretical maximum amount of product (1.0 means a 100% yield; for example, 0.34 means a 34% yield). (1) The reactants are [F:1][C:2]1[CH:3]=[C:4]([C:9]2(O)[CH2:14][CH2:13][O:12][CH2:11][CH2:10]2)[CH:5]=[C:6]([F:8])[CH:7]=1.CS(Cl)(=O)=O.C1CCN2C(=NCCC2)CC1. The catalyst is C(Cl)Cl. The product is [F:1][C:2]1[CH:3]=[C:4]([C:9]2[CH2:14][CH2:13][O:12][CH2:11][CH:10]=2)[CH:5]=[C:6]([F:8])[CH:7]=1. The yield is 0.380. (2) The reactants are [Br:1][CH:2]=[CH:3]Br.[C:5]([Si:9]([O:12][C:13]([CH3:22])([CH2:15][CH2:16][CH2:17][CH:18](C)[CH:19]=C)[CH3:14])([CH3:11])[CH3:10])([CH3:8])([CH3:7])[CH3:6]. The catalyst is C1C=CC=CC=1. The product is [Br:1]/[CH:2]=[CH:3]\[CH:18]([CH3:19])[CH2:17][CH2:16][CH2:15][C:13]([CH3:22])([O:12][Si:9]([C:5]([CH3:8])([CH3:7])[CH3:6])([CH3:11])[CH3:10])[CH3:14]. The yield is 0.570. (3) The reactants are [Cl:1][C:2]1[C:3]([F:27])=[C:4]([CH:24]=[CH:25][CH:26]=1)[NH:5][C:6]1[C:15]2[C:10](=[CH:11][C:12]([O:22][CH3:23])=[C:13]([O:16][C@@H:17]3[CH2:21][CH2:20][NH:19][CH2:18]3)[CH:14]=2)[N:9]=[CH:8][N:7]=1.[C:28](OC(=O)C)(=[O:30])[CH3:29]. The catalyst is C(Cl)Cl.N1C=CC=CC=1.C(N(C(C)C)CC)(C)C. The product is [Cl:1][C:2]1[C:3]([F:27])=[C:4]([CH:24]=[CH:25][CH:26]=1)[NH:5][C:6]1[C:15]2[C:10](=[CH:11][C:12]([O:22][CH3:23])=[C:13]([O:16][C@@H:17]3[CH2:21][CH2:20][N:19]([C:28](=[O:30])[CH3:29])[CH2:18]3)[CH:14]=2)[N:9]=[CH:8][N:7]=1. The yield is 0.550.